From a dataset of NCI-60 drug combinations with 297,098 pairs across 59 cell lines. Regression. Given two drug SMILES strings and cell line genomic features, predict the synergy score measuring deviation from expected non-interaction effect. (1) Drug 1: C1=CC(=CC=C1CC(C(=O)O)N)N(CCCl)CCCl.Cl. Drug 2: CC1C(C(CC(O1)OC2CC(CC3=C2C(=C4C(=C3O)C(=O)C5=CC=CC=C5C4=O)O)(C(=O)C)O)N)O. Cell line: ACHN. Synergy scores: CSS=52.3, Synergy_ZIP=-8.18, Synergy_Bliss=-7.92, Synergy_Loewe=-11.9, Synergy_HSA=-5.25. (2) Drug 1: CCCS(=O)(=O)NC1=C(C(=C(C=C1)F)C(=O)C2=CNC3=C2C=C(C=N3)C4=CC=C(C=C4)Cl)F. Drug 2: CN(CC1=CN=C2C(=N1)C(=NC(=N2)N)N)C3=CC=C(C=C3)C(=O)NC(CCC(=O)O)C(=O)O. Cell line: OVCAR-8. Synergy scores: CSS=24.8, Synergy_ZIP=2.23, Synergy_Bliss=3.70, Synergy_Loewe=-31.1, Synergy_HSA=1.63. (3) Cell line: NCI-H322M. Drug 2: C1=CC(=CC=C1C#N)C(C2=CC=C(C=C2)C#N)N3C=NC=N3. Synergy scores: CSS=51.0, Synergy_ZIP=9.41, Synergy_Bliss=8.22, Synergy_Loewe=-43.9, Synergy_HSA=9.93. Drug 1: CC1=C2C(C(=O)C3(C(CC4C(C3C(C(C2(C)C)(CC1OC(=O)C(C(C5=CC=CC=C5)NC(=O)OC(C)(C)C)O)O)OC(=O)C6=CC=CC=C6)(CO4)OC(=O)C)OC)C)OC. (4) Drug 1: CC(C1=C(C=CC(=C1Cl)F)Cl)OC2=C(N=CC(=C2)C3=CN(N=C3)C4CCNCC4)N. Drug 2: C1CNP(=O)(OC1)N(CCCl)CCCl. Cell line: COLO 205. Synergy scores: CSS=11.5, Synergy_ZIP=-2.35, Synergy_Bliss=-1.47, Synergy_Loewe=-15.2, Synergy_HSA=-4.58. (5) Drug 1: CC12CCC(CC1=CCC3C2CCC4(C3CC=C4C5=CN=CC=C5)C)O. Drug 2: C(CN)CNCCSP(=O)(O)O. Cell line: ACHN. Synergy scores: CSS=5.37, Synergy_ZIP=7.62, Synergy_Bliss=11.1, Synergy_Loewe=11.2, Synergy_HSA=10.9. (6) Drug 1: CNC(=O)C1=CC=CC=C1SC2=CC3=C(C=C2)C(=NN3)C=CC4=CC=CC=N4. Drug 2: CC(C1=C(C=CC(=C1Cl)F)Cl)OC2=C(N=CC(=C2)C3=CN(N=C3)C4CCNCC4)N. Cell line: OVCAR3. Synergy scores: CSS=-3.71, Synergy_ZIP=2.95, Synergy_Bliss=2.52, Synergy_Loewe=-0.572, Synergy_HSA=-2.12. (7) Drug 1: C1=NNC2=C1C(=O)NC=N2. Drug 2: CC12CCC3C(C1CCC2OP(=O)(O)O)CCC4=C3C=CC(=C4)OC(=O)N(CCCl)CCCl.[Na+]. Cell line: HCT-15. Synergy scores: CSS=52.6, Synergy_ZIP=1.18, Synergy_Bliss=2.50, Synergy_Loewe=-3.63, Synergy_HSA=-1.82. (8) Drug 1: CC1CCC2CC(C(=CC=CC=CC(CC(C(=O)C(C(C(=CC(C(=O)CC(OC(=O)C3CCCCN3C(=O)C(=O)C1(O2)O)C(C)CC4CCC(C(C4)OC)OCCO)C)C)O)OC)C)C)C)OC. Drug 2: CC12CCC3C(C1CCC2OP(=O)(O)O)CCC4=C3C=CC(=C4)OC(=O)N(CCCl)CCCl.[Na+]. Cell line: SK-MEL-5. Synergy scores: CSS=15.3, Synergy_ZIP=6.26, Synergy_Bliss=10.8, Synergy_Loewe=9.78, Synergy_HSA=10.2.